This data is from Catalyst prediction with 721,799 reactions and 888 catalyst types from USPTO. The task is: Predict which catalyst facilitates the given reaction. (1) Reactant: [CH:1](/[C:4]1[CH:5]=[C:6]2[C:11](=[CH:12][CH:13]=1)[N:10]1[CH:14]=[N:15][C:16]([C:17](OCC)=[O:18])=[C:9]1[CH2:8][CH2:7]2)=[CH:2]\[CH3:3].C=C(C1C=C2C(=CC=1)N1C=NC(C(OCC)=O)=C1CC2)C.[H-].[Al+3].[Li+].[H-].[H-].[H-].C([O-])(=O)C(C(C([O-])=O)O)O.[K+].[Na+].C=C(C1C=C2C(=CC=1)N1C=NC(CO)=C1CC2)C. Product: [CH:1](/[C:4]1[CH:5]=[C:6]2[C:11](=[CH:12][CH:13]=1)[N:10]1[CH:14]=[N:15][C:16]([CH2:17][OH:18])=[C:9]1[CH2:8][CH2:7]2)=[CH:2]\[CH3:3]. The catalyst class is: 54. (2) Reactant: [CH2:1]([N:8]1[C:20]2[C:19]3[N:18]=[CH:17][CH:16]=[CH:15][C:14]=3[N:13]=[C:12]([NH2:21])[C:11]=2[N:10]=[C:9]1[O:22]CC)[C:2]1[CH:7]=[CH:6][CH:5]=[CH:4][CH:3]=1.B(Br)(Br)Br. Product: [NH2:21][C:12]1[C:11]2[N:10]=[C:9]([OH:22])[N:8]([CH2:1][C:2]3[CH:3]=[CH:4][CH:5]=[CH:6][CH:7]=3)[C:20]=2[C:19]2[N:18]=[CH:17][CH:16]=[CH:15][C:14]=2[N:13]=1. The catalyst class is: 4. (3) Reactant: Br[C:2]1[CH:3]=[C:4]([CH:13]=[CH:14][CH:15]=1)[CH2:5][CH:6]1[CH2:10][O:9][C:8]([CH3:12])([CH3:11])[O:7]1.[B:16]1([B:16]2[O:20][C:19]([CH3:22])([CH3:21])[C:18]([CH3:24])([CH3:23])[O:17]2)[O:20][C:19]([CH3:22])([CH3:21])[C:18]([CH3:24])([CH3:23])[O:17]1.CC([O-])=O.[K+]. Product: [CH3:11][C:8]1([CH3:12])[O:7][CH:6]([CH2:5][C:4]2[CH:3]=[C:2]([B:16]3[O:20][C:19]([CH3:22])([CH3:21])[C:18]([CH3:24])([CH3:23])[O:17]3)[CH:15]=[CH:14][CH:13]=2)[CH2:10][O:9]1. The catalyst class is: 75. (4) Reactant: O=C1CCC(=O)N1[O:8][C:9]([NH:11][C:12]1[CH:17]=[CH:16][C:15]([NH:18][C:19]([O:21][CH2:22][CH:23]2[C:35]3[CH:34]=[CH:33][CH:32]=[CH:31][C:30]=3[C:29]3[C:24]2=[CH:25][CH:26]=[CH:27][CH:28]=3)=[O:20])=[CH:14][CH:13]=1)=O.C([O-])(O)=O.[Na+].[C:41]([NH:48][CH2:49][CH2:50][NH2:51])([O:43][C:44]([CH3:47])([CH3:46])[CH3:45])=[O:42]. Product: [C:44]([O:43][C:41]([NH:48][CH2:49][CH2:50][NH:51][C:9]([NH:11][C:12]1[CH:17]=[CH:16][C:15]([NH:18][C:19]([O:21][CH2:22][CH:23]2[C:24]3[CH:25]=[CH:26][CH:27]=[CH:28][C:29]=3[C:30]3[C:35]2=[CH:34][CH:33]=[CH:32][CH:31]=3)=[O:20])=[CH:14][CH:13]=1)=[O:8])=[O:42])([CH3:45])([CH3:46])[CH3:47]. The catalyst class is: 578. (5) Reactant: [CH3:1][C:2]1[N:6]2[N:7]=[C:8]([N:19]([CH3:28])[C@H:20]([C:22]3[CH:27]=[CH:26][CH:25]=[CH:24][CH:23]=3)[CH3:21])[CH:9]=[C:10]([NH:11]C(=O)OC(C)(C)C)[C:5]2=[N:4][N:3]=1.Cl. Product: [CH3:28][N:19]([C@H:20]([C:22]1[CH:27]=[CH:26][CH:25]=[CH:24][CH:23]=1)[CH3:21])[C:8]1[CH:9]=[C:10]([NH2:11])[C:5]2[N:6]([C:2]([CH3:1])=[N:3][N:4]=2)[N:7]=1. The catalyst class is: 1. (6) Reactant: [Cl-].C[Al+]C.CCCCCC.[F:11][C:12]([F:16])([F:15])[CH2:13][NH2:14].[C:17]([O:21][C:22](=[O:51])[NH:23][C@H:24]([C@@H:42]1[CH2:46][C@@H:45]([CH:47]([CH3:49])[CH3:48])[C:44](=[O:50])[O:43]1)[CH2:25][N:26]1[CH2:31][C:30](=[O:32])[N:29]([C:33]2[CH:38]=[CH:37][CH:36]=[CH:35][C:34]=2[Cl:39])[CH2:28][C:27]1([CH3:41])[CH3:40])([CH3:20])([CH3:19])[CH3:18].C(C(C(C([O-])=O)O)O)([O-])=O.[Na+].[K+]. Product: [C:17]([O:21][C:22](=[O:51])[NH:23][C@@H:24]([CH2:25][N:26]1[CH2:31][C:30](=[O:32])[N:29]([C:33]2[CH:38]=[CH:37][CH:36]=[CH:35][C:34]=2[Cl:39])[CH2:28][C:27]1([CH3:40])[CH3:41])[C@@H:42]([OH:43])[CH2:46][C@H:45]([C:44](=[O:50])[NH:14][CH2:13][C:12]([F:16])([F:15])[F:11])[CH:47]([CH3:49])[CH3:48])([CH3:18])([CH3:19])[CH3:20]. The catalyst class is: 124.